This data is from Full USPTO retrosynthesis dataset with 1.9M reactions from patents (1976-2016). The task is: Predict the reactants needed to synthesize the given product. (1) Given the product [C:17]1([N:16]([CH:13]2[CH2:15][CH2:14]2)[C:9]([Cl:11])=[O:10])[CH:22]=[CH:21][CH:20]=[CH:19][CH:18]=1, predict the reactants needed to synthesize it. The reactants are: C(N(C)[C:9]([Cl:11])=[O:10])C1C=CC=CC=1.[CH:13]1([NH:16][C:17]2[CH:22]=[CH:21][CH:20]=[CH:19][CH:18]=2)[CH2:15][CH2:14]1.CC#N.O.CC#N. (2) Given the product [CH2:14]([NH:13][C:9]1[CH:8]=[C:7]([CH:12]=[CH:11][CH:10]=1)[C:6]([OH:21])=[O:5])[C:15]1[CH:16]=[CH:17][CH:18]=[CH:19][CH:20]=1, predict the reactants needed to synthesize it. The reactants are: C([O:5][C:6](=[O:21])[C:7]1[CH:12]=[CH:11][CH:10]=[C:9]([NH:13][CH2:14][C:15]2[CH:20]=[CH:19][CH:18]=[CH:17][CH:16]=2)[CH:8]=1)(C)(C)C. (3) Given the product [C:26]([CH:17]([NH:16][C:2]1[C:11]([C:12]([OH:14])=[O:13])=[CH:10][C:9]2[C:4](=[CH:5][CH:6]=[C:7]([Cl:15])[CH:8]=2)[N:3]=1)[CH2:18][CH2:19][C:20]1[CH:25]=[CH:24][CH:23]=[CH:22][CH:21]=1)([OH:28])=[O:27], predict the reactants needed to synthesize it. The reactants are: Cl[C:2]1[C:11]([C:12]([OH:14])=[O:13])=[CH:10][C:9]2[C:4](=[CH:5][CH:6]=[C:7]([Cl:15])[CH:8]=2)[N:3]=1.[NH2:16][CH:17]([C:26]([OH:28])=[O:27])[CH2:18][CH2:19][C:20]1[CH:25]=[CH:24][CH:23]=[CH:22][CH:21]=1. (4) Given the product [C:23]12([C:1]3[CH:2]=[CH:3][C:4]([C:7]4[N:11]=[CH:10][N:9]([C:12]5[CH:13]=[CH:14][C:15]([O:18][C:19]([F:20])([F:21])[F:22])=[CH:16][CH:17]=5)[N:8]=4)=[CH:5][CH:6]=3)[O:34][CH:24]1[CH2:25][CH2:26][CH2:27][CH2:28]2, predict the reactants needed to synthesize it. The reactants are: [C:1]1([C:23]2[CH2:24][CH2:25][CH2:26][CH2:27][CH:28]=2)[CH:6]=[CH:5][C:4]([C:7]2[N:11]=[CH:10][N:9]([C:12]3[CH:17]=[CH:16][C:15]([O:18][C:19]([F:22])([F:21])[F:20])=[CH:14][CH:13]=3)[N:8]=2)=[CH:3][CH:2]=1.ClC1C=C(C=CC=1)C(OO)=[O:34]. (5) Given the product [CH:11]([C:8]1[CH:7]=[CH:6][CH:5]=[C:4]([CH:2]([CH3:1])[CH3:3])[C:9]=1[O:10][C:14]([Cl:16])=[O:15])([CH3:13])[CH3:12], predict the reactants needed to synthesize it. The reactants are: [CH3:1][CH:2]([C:4]1[CH:5]=[CH:6][CH:7]=[C:8]([CH:11]([CH3:13])[CH3:12])[C:9]=1[OH:10])[CH3:3].[C:14](Cl)([Cl:16])=[O:15].CN(C)C1C=CC=CC=1. (6) Given the product [NH2:8][C:6]([C:5]1[CH:9]=[CH:10][C:2]([C:19]([O:25][CH3:24])=[O:20])=[CH:3][C:4]=1[CH3:11])=[O:7], predict the reactants needed to synthesize it. The reactants are: Br[C:2]1[CH:10]=[CH:9][C:5]([C:6]([NH2:8])=[O:7])=[C:4]([CH3:11])[CH:3]=1.C(N(CC)CC)C.[CH3:19][OH:20].CN([CH:24]=[O:25])C. (7) The reactants are: [CH3:1][C:2]1[CH:7]=[CH:6][C:5]([C:8]2[N:9]=[C:10]3[CH:15]=[CH:14][C:13](B(O)O)=[N:12][N:11]3[CH:19]=2)=[CH:4][C:3]=1[NH:20][C:21](=[O:26])[C:22]([CH3:25])([CH3:24])[CH3:23].Br[C:28]1[CH:35]=[CH:34][C:31]([C:32]#[N:33])=[CH:30][C:29]=1[C:36]([F:39])([F:38])[F:37].C([O-])([O-])=O.[K+].[K+].C1(P(C2CCCCC2)C2C=CC=CC=2C2C(OC)=CC=CC=2OC)CCCCC1. Given the product [C:32]([C:31]1[CH:34]=[CH:35][C:28]([C:13]2[CH:14]=[CH:15][C:10]3[N:11]([CH:19]=[C:8]([C:5]4[CH:6]=[CH:7][C:2]([CH3:1])=[C:3]([NH:20][C:21](=[O:26])[C:22]([CH3:25])([CH3:24])[CH3:23])[CH:4]=4)[N:9]=3)[N:12]=2)=[C:29]([C:36]([F:37])([F:38])[F:39])[CH:30]=1)#[N:33], predict the reactants needed to synthesize it. (8) Given the product [CH3:32][C:31]1[CH:26]=[CH:27][C:28]([C:38]2[CH:39]=[C:40]3[C:45](=[CH:46][CH:47]=2)[CH2:44][CH2:43][CH2:42][CH2:41]3)=[CH:29][CH:30]=1, predict the reactants needed to synthesize it. The reactants are: C1(P(C2CCCCC2)C2CCCCC2)CCCCC1.CCCCCC[CH2:26][CH2:27][CH2:28][CH2:29][CH2:30][CH2:31][CH3:32].CN(C)CCO[C:38]1[CH:47]=[CH:46][C:45]2[CH2:44][CH2:43][CH2:42][CH2:41][C:40]=2[CH:39]=1.C(OCOCC)C.C1(C)C(C2C(C)=CC=CC=2)=CC=CC=1.CC1C=CC(O)=CC=1. (9) Given the product [C:27]1([CH:33]2[CH2:38][NH:37][C:36](=[O:39])[N:35]([CH2:2][CH2:3][CH2:4][O:5][C:6]3[CH:18]=[CH:17][C:9]4[C:10]([C:13]([F:16])([F:15])[F:14])=[N:11][O:12][C:8]=4[C:7]=3[CH2:19][CH2:20][CH3:21])[C:34]2=[O:40])[CH:28]=[CH:29][CH:30]=[CH:31][CH:32]=1, predict the reactants needed to synthesize it. The reactants are: Cl[CH2:2][CH2:3][CH2:4][O:5][C:6]1[CH:18]=[CH:17][C:9]2[C:10]([C:13]([F:16])([F:15])[F:14])=[N:11][O:12][C:8]=2[C:7]=1[CH2:19][CH2:20][CH3:21].BrC(Cl)CC.[C:27]1([CH:33]2[CH2:38][NH:37][C:36](=[O:39])[NH:35][C:34]2=[O:40])[CH:32]=[CH:31][CH:30]=[CH:29][CH:28]=1.C([O-])([O-])=O.[Cs+].[Cs+].